The task is: Regression/Classification. Given a drug SMILES string, predict its toxicity properties. Task type varies by dataset: regression for continuous values (e.g., LD50, hERG inhibition percentage) or binary classification for toxic/non-toxic outcomes (e.g., AMES mutagenicity, cardiotoxicity, hepatotoxicity). Dataset: herg_karim.. This data is from hERG potassium channel inhibition data for cardiac toxicity prediction from Karim et al.. (1) The compound is CCn1nc(Cc2ccc(-c3ccccc3)cc2)cc1C1CCN(CC2CN([C@@H](C(=O)O)C3CCCCC3)C[C@@H]2c2cccc(F)c2)CC1. The result is 1 (blocker). (2) The compound is CC[C@H]1OC(=O)[C@H](C)[C@@H](O[C@H]2C[C@@](C)(OC)[C@@H](O)[C@H](C)O2)[C@H](C)[C@@H](O[C@@H]2O[C@H](C)C[C@H]([NH+](C)C)[C@H]2O)[C@](C)(O)C[C@@H](C)C(=NOCOCCOC)[C@H](C)[C@@H](O)[C@]1(C)O. The result is 0 (non-blocker). (3) The compound is CCNC(=O)N1CCC2(CCN(c3ccc(C(=O)Nc4cc(-c5cccs5)ccc4N)cn3)CC2)C1. The result is 1 (blocker). (4) The molecule is CC(C)(C)NC(=O)[C@@H]1CC2CCCCC2CN1C[C@@H](O)[C@H](Cc1ccccc1)NC(=O)[C@H](CC(N)=O)NC(=O)c1ccc2ccccc2n1. The result is 0 (non-blocker). (5) The drug is CC(C)(C)c1cc(NC(=O)n2ccc3cc(Oc4ncnc5c4CNC5)cnc32)no1. The result is 1 (blocker). (6) The molecule is COc1ccc([C@H]2CN(NS(C)(=O)=O)C(=O)N2CCc2ccc(OC(F)(F)F)cc2)cc1. The result is 1 (blocker). (7) The drug is CC[C@H]1C[C@H]2CN3CCc4c([nH]c5ccc(OC)cc45)C(C(=O)OC)(C2)[C@H]13. The result is 1 (blocker).